From a dataset of Full USPTO retrosynthesis dataset with 1.9M reactions from patents (1976-2016). Predict the reactants needed to synthesize the given product. (1) Given the product [Cl:1][C:2]1[CH:7]=[C:6]([Cl:8])[CH:5]=[CH:4][C:3]=1[CH:9]1[C:10]2=[N:11][C:12]3[C:13](=[C:19]([N:23]([CH2:26][CH3:27])[CH2:24][CH3:25])[CH:20]=[CH:21][CH:22]=3)[N:14]2[CH2:15][CH2:16][CH2:17][O:28]1, predict the reactants needed to synthesize it. The reactants are: [Cl:1][C:2]1[CH:7]=[C:6]([Cl:8])[CH:5]=[CH:4][C:3]=1[CH:9]([OH:28])[C:10]1[N:14]([CH2:15][CH2:16][CH2:17]O)[C:13]2[C:19]([N:23]([CH2:26][CH3:27])[CH2:24][CH3:25])=[CH:20][CH:21]=[CH:22][C:12]=2[N:11]=1.CS(Cl)(=O)=O.C(=O)([O-])[O-].[K+].[K+]. (2) Given the product [Cl:1][C:2]1[C:3]([CH:4]([OH:5])[C:21](=[CH2:22])[C:20]#[N:23])=[CH:6][C:7]([CH2:10][CH3:11])=[CH:8][N:9]=1, predict the reactants needed to synthesize it. The reactants are: [Cl:1][C:2]1[N:9]=[CH:8][C:7]([CH2:10][CH3:11])=[CH:6][C:3]=1[CH:4]=[O:5].C1N2CCN(CC2)C1.[C:20](#[N:23])[CH:21]=[CH2:22]. (3) Given the product [C:20]([C:22]1[NH:23][C:24]([CH2:27][C:28]2[S:29][C:30]([C:5]([C:6]3[CH:11]=[CH:10][CH:9]=[CH:8][CH:7]=3)=[O:12])=[CH:31][CH:32]=2)=[CH:25][CH:26]=1)(=[O:21])[C:14]1[CH:15]=[CH:16][CH:17]=[CH:18][CH:19]=1, predict the reactants needed to synthesize it. The reactants are: [Al+3].[Cl-].[Cl-].[Cl-].[C:5](Cl)(=[O:12])[C:6]1[CH:11]=[CH:10][CH:9]=[CH:8][CH:7]=1.[C:14]1([C:20]([C:22]2[NH:23][C:24]([CH2:27][C:28]3[S:29][CH:30]=[CH:31][CH:32]=3)=[CH:25][CH:26]=2)=[O:21])[CH:19]=[CH:18][CH:17]=[CH:16][CH:15]=1. (4) Given the product [NH2:1][C:2]1[C:3]([C:18]([NH:30][C:31]2[C:36]([N:37]3[CH2:42][CH2:41][C:40]([NH:46][C:47](=[O:53])[O:48][C:49]([CH3:50])([CH3:52])[CH3:51])([CH2:43][O:44][CH3:45])[CH2:39][CH2:38]3)=[CH:35][CH:34]=[CH:33][N:32]=2)=[O:19])=[N:4][C:5]([C:8]2[C:13]([C:14]([F:17])([F:16])[F:15])=[CH:12][CH:11]=[CH:10][N:9]=2)=[CH:6][N:7]=1, predict the reactants needed to synthesize it. The reactants are: [NH2:1][C:2]1[C:3]([C:18](O)=[O:19])=[N:4][C:5]([C:8]2[C:13]([C:14]([F:17])([F:16])[F:15])=[CH:12][CH:11]=[CH:10][N:9]=2)=[CH:6][N:7]=1.C(N(C(C)C)C(C)C)C.[NH2:30][C:31]1[C:36]([N:37]2[CH2:42][CH2:41][C:40]([NH:46][C:47](=[O:53])[O:48][C:49]([CH3:52])([CH3:51])[CH3:50])([CH2:43][O:44][CH3:45])[CH2:39][CH2:38]2)=[CH:35][CH:34]=[CH:33][N:32]=1. (5) Given the product [OH:8][C:9]1[CH:10]=[CH:11][C:12]([O:13][CH2:14][CH2:15][CH2:16][CH2:17][CH2:18][C:19]([O:21][CH2:22][CH3:23])=[O:20])=[CH:24][CH:25]=1, predict the reactants needed to synthesize it. The reactants are: C([O:8][C:9]1[CH:25]=[CH:24][C:12]([O:13][CH2:14][CH2:15][CH2:16][CH2:17][CH2:18][C:19]([O:21][CH2:22][CH3:23])=[O:20])=[CH:11][CH:10]=1)C1C=CC=CC=1. (6) The reactants are: [OH:1][C:2]1[CH:3]=[C:4]([CH:21]=[C:22]([O:24][C@@H:25]([CH3:29])[CH2:26][O:27][CH3:28])[CH:23]=1)[C:5]([NH:7][C:8]1[CH:12]=[C:11]([CH3:13])[N:10]([C:14]([O:16][C:17]([CH3:20])([CH3:19])[CH3:18])=[O:15])[N:9]=1)=[O:6].[CH2:30]([O:32][C:33]([C:35]1[CH:40]=[CH:39][C:38](B(O)O)=[CH:37][CH:36]=1)=[O:34])[CH3:31].C(N(CC)CC)C. Given the product [CH2:30]([O:32][C:33]([C:35]1[CH:40]=[CH:39][C:38]([O:1][C:2]2[CH:3]=[C:4]([CH:21]=[C:22]([O:24][C@@H:25]([CH3:29])[CH2:26][O:27][CH3:28])[CH:23]=2)[C:5]([NH:7][C:8]2[CH:12]=[C:11]([CH3:13])[N:10]([C:14]([O:16][C:17]([CH3:20])([CH3:19])[CH3:18])=[O:15])[N:9]=2)=[O:6])=[CH:37][CH:36]=1)=[O:34])[CH3:31], predict the reactants needed to synthesize it.